This data is from Forward reaction prediction with 1.9M reactions from USPTO patents (1976-2016). The task is: Predict the product of the given reaction. (1) Given the reactants [CH2:1]([N:8]1[CH2:16][C@H:15]2[C@H:10]([NH:11][CH2:12][CH2:13][CH2:14]2)[CH2:9]1)[C:2]1[CH:7]=[CH:6][CH:5]=[CH:4][CH:3]=1.[C:17](O[C:17]([O:19][C:20]([CH3:23])([CH3:22])[CH3:21])=[O:18])([O:19][C:20]([CH3:23])([CH3:22])[CH3:21])=[O:18].C(N(CC)CC)C, predict the reaction product. The product is: [CH2:1]([N:8]1[CH2:16][C@H:15]2[C@H:10]([N:11]([C:17]([O:19][C:20]([CH3:23])([CH3:22])[CH3:21])=[O:18])[CH2:12][CH2:13][CH2:14]2)[CH2:9]1)[C:2]1[CH:3]=[CH:4][CH:5]=[CH:6][CH:7]=1. (2) Given the reactants [F:1][C:2]([F:7])([F:6])[C:3]([OH:5])=[O:4].[C:8]([C:10]1[CH:11]=[C:12]([N:17]2[C:21](=[O:22])[O:20][N:19]=[C:18]2[C:23]2[C:24]([NH:28][C:29](=O)[C:30]3[CH:35]=[CH:34][N:33]=[CH:32][CH:31]=3)=[N:25][O:26][N:27]=2)[CH:13]=[CH:14][C:15]=1[F:16])#[N:9].P(Cl)(Cl)(Cl)(Cl)Cl.C([BH3-])#N.[Na+], predict the reaction product. The product is: [F:1][C:2]([F:7])([F:6])[C:3]([OH:5])=[O:4].[F:16][C:15]1[CH:14]=[CH:13][C:12]([N:17]2[C:21](=[O:22])[O:20][N:19]=[C:18]2[C:23]2[C:24]([NH:28][CH2:29][C:30]3[CH:31]=[CH:32][N:33]=[CH:34][CH:35]=3)=[N:25][O:26][N:27]=2)=[CH:11][C:10]=1[C:8]#[N:9].